From a dataset of Reaction yield outcomes from USPTO patents with 853,638 reactions. Predict the reaction yield, written as a fraction of the theoretical maximum amount of product (1.0 means a 100% yield; for example, 0.34 means a 34% yield). (1) The reactants are [C:1]([O:5][C:6]([NH:8][C:9]1([C:13]2[CH:18]=[CH:17][C:16]([C:19]3[C:20]([C:36]4[CH:41]=[CH:40][CH:39]=[CH:38][CH:37]=4)=[CH:21][C:22]4[NH:27][C:26](=[N:28][NH:29][C:30](OCC)=[O:31])[CH2:25][O:24][C:23]=4[N:35]=3)=[CH:15][CH:14]=2)[CH2:12][CH2:11][CH2:10]1)=[O:7])([CH3:4])([CH3:3])[CH3:2]. The catalyst is CN(C=O)C.ClCCl. The product is [C:1]([O:5][C:6](=[O:7])[NH:8][C:9]1([C:13]2[CH:18]=[CH:17][C:16]([C:19]3[C:20]([C:36]4[CH:41]=[CH:40][CH:39]=[CH:38][CH:37]=4)=[CH:21][C:22]4[N:27]5[C:30](=[O:31])[NH:29][N:28]=[C:26]5[CH2:25][O:24][C:23]=4[N:35]=3)=[CH:15][CH:14]=2)[CH2:12][CH2:11][CH2:10]1)([CH3:4])([CH3:3])[CH3:2]. The yield is 0.320. (2) The reactants are [CH:1]12[O:8][CH:5]([CH2:6][CH2:7]1)[CH2:4][N:3]([C:9]1[C:10]3[CH2:18][O:17][C:16](=[O:19])[C:11]=3[N:12]=[C:13]([Cl:15])[N:14]=1)[CH2:2]2.[CH3:20][Mg]Br. The catalyst is C1COCC1. The product is [CH:5]12[O:8][CH:1]([CH2:7][CH2:6]1)[CH2:2][N:3]([C:9]1[C:10]3[CH2:18][O:17][C:16]([CH3:20])([OH:19])[C:11]=3[N:12]=[C:13]([Cl:15])[N:14]=1)[CH2:4]2. The yield is 0.460. (3) The reactants are [F:1][C:2]1[CH:7]=[CH:6][C:5]([OH:8])=[CH:4][CH:3]=1.CN(C=O)C.[H-].[Na+].[Br:16][C:17]1[CH:18]=[C:19]([N+]([O-])=O)[C:20]([C:23]#[N:24])=[N:21][CH:22]=1. The catalyst is O. The product is [Br:16][C:17]1[CH:18]=[C:19]([O:8][C:5]2[CH:6]=[CH:7][C:2]([F:1])=[CH:3][CH:4]=2)[C:20]([C:23]#[N:24])=[N:21][CH:22]=1. The yield is 1.05. (4) The reactants are [I:1]N1C(=O)CCC1=O.[F:9][C:10]([F:20])([F:19])[O:11][C:12]1[CH:17]=[CH:16][C:15]([OH:18])=[CH:14][CH:13]=1.S(=O)(=O)(O)O. The catalyst is C(O)(=O)C.O. The product is [I:1][C:14]1[CH:13]=[C:12]([O:11][C:10]([F:19])([F:20])[F:9])[CH:17]=[CH:16][C:15]=1[OH:18]. The yield is 0.940.